Task: Predict the product of the given reaction.. Dataset: Forward reaction prediction with 1.9M reactions from USPTO patents (1976-2016) (1) Given the reactants Br[C:2]1[CH:7]=[CH:6][C:5]([CH3:8])=[C:4]([CH3:9])[CH:3]=1.[Li]CCCC.[Br:15][C:16]1[C:25]2[CH2:24][CH2:23][CH2:22][C:21](=[O:26])[C:20]=2[CH:19]=[N:18][CH:17]=1.[NH4+].[Cl-], predict the reaction product. The product is: [Br:15][C:16]1[C:25]2[CH2:24][CH2:23][CH2:22][C:21]([C:2]3[CH:7]=[CH:6][C:5]([CH3:8])=[C:4]([CH3:9])[CH:3]=3)([OH:26])[C:20]=2[CH:19]=[N:18][CH:17]=1. (2) Given the reactants C(Cl)(=O)OCC.[O:7]=[C:8]1[NH:12][C:11](=[O:13])/[C:10](=[CH:14]/[C:15]2[CH:16]=[CH:17][C:18]([F:39])=[C:19]([C:21]3[N:26]=[C:25]([N:27]4[CH2:33][CH2:32][CH2:31][N:30]([C:34]([O:36][CH2:37][CH3:38])=[O:35])[CH2:29][CH2:28]4)[CH:24]=[N:23][CH:22]=3)[CH:20]=2)/[S:9]1, predict the reaction product. The product is: [O:7]=[C:8]1[NH:12][C:11](=[O:13])[C:10](=[CH:14][C:15]2[CH:16]=[CH:17][C:18]([F:39])=[C:19]([C:21]3[N:26]=[C:25]([N:27]4[CH2:33][CH2:32][CH2:31][N:30]([C:34]([O:36][CH2:37][CH3:38])=[O:35])[CH2:29][CH2:28]4)[CH:24]=[N:23][CH:22]=3)[CH:20]=2)[S:9]1. (3) Given the reactants [Si]([O:8][CH2:9][C:10]1[C:11]([F:26])=[C:12]([N:16]2[CH2:19][CH:18]([CH:20]3[CH2:25][CH2:24][NH:23][CH2:22][CH2:21]3)[CH2:17]2)[CH:13]=[CH:14][CH:15]=1)(C(C)(C)C)(C)C.[C:27](Cl)(=[O:29])[CH3:28].C1N=CN([C:36]([N:38]2[CH:42]=[N:41]C=C2)=[O:37])C=1.C(=O)(O)O.[NH2:47]C(N)=N.[C:51]([OH:60])(=[O:59])[C@@H:52]([C@H:54]([C:56]([OH:58])=[O:57])[OH:55])[OH:53], predict the reaction product. The product is: [C:56]([C@@H:54]([C@H:52]([C:51]([OH:60])=[O:59])[OH:53])[OH:55])([OH:58])=[O:57].[C:42]([NH:38][C:36](=[O:37])[O:8][CH2:9][C:10]1[CH:15]=[CH:14][CH:13]=[C:12]([N:16]2[CH2:17][CH:18]([CH:20]3[CH2:21][CH2:22][N:23]([C:27](=[O:29])[CH3:28])[CH2:24][CH2:25]3)[CH2:19]2)[C:11]=1[F:26])(=[NH:41])[NH2:47]. (4) Given the reactants F[C:2]1[CH:11]=[CH:10][C:5]([C:6]([O:8][CH3:9])=[O:7])=[CH:4][CH:3]=1.[N:12]1([CH:17]2[CH2:22][CH2:21][NH:20][CH2:19][CH2:18]2)[CH2:16][CH2:15][CH2:14][CH2:13]1, predict the reaction product. The product is: [N:12]1([CH:17]2[CH2:22][CH2:21][N:20]([C:2]3[CH:11]=[CH:10][C:5]([C:6]([O:8][CH3:9])=[O:7])=[CH:4][CH:3]=3)[CH2:19][CH2:18]2)[CH2:16][CH2:15][CH2:14][CH2:13]1. (5) Given the reactants [C:1]([C:3]1[CH:8]=[CH:7][CH:6]=[CH:5][C:4]=1[C:9]1[CH:14]=[CH:13][C:12]([CH2:15][CH:16]([C:22](=O)[CH2:23][CH2:24][CH3:25])[C:17](OCC)=[O:18])=[CH:11][CH:10]=1)#[N:2].[CH3:27][C:28]1([CH3:40])[CH2:33][CH:32]([NH:34][C:35]2[NH:39][CH:38]=[N:37][N:36]=2)[CH2:31][CH2:30][O:29]1, predict the reaction product. The product is: [CH3:27][C:28]1([CH3:40])[CH2:33][CH:32]([N:34]2[C:17](=[O:18])[C:16]([CH2:15][C:12]3[CH:13]=[CH:14][C:9]([C:4]4[C:3]([C:1]#[N:2])=[CH:8][CH:7]=[CH:6][CH:5]=4)=[CH:10][CH:11]=3)=[C:22]([CH2:23][CH2:24][CH3:25])[N:36]3[N:37]=[CH:38][N:39]=[C:35]23)[CH2:31][CH2:30][O:29]1. (6) Given the reactants C(OCC)(=[O:3])C.[Cl:7][C:8]1[C:9]([CH:17]([S:26][C:27]2[CH:32]=[CH:31][C:30]([Cl:33])=[CH:29][CH:28]=2)[C:18]2[CH:23]=[C:22]([F:24])[CH:21]=[CH:20][C:19]=2[F:25])=[CH:10][C:11]([CH2:14][C:15]#[N:16])=[N:12][CH:13]=1.CO.OO.[OH2:38], predict the reaction product. The product is: [Cl:7][C:8]1[C:9]([CH:17]([S:26]([C:27]2[CH:28]=[CH:29][C:30]([Cl:33])=[CH:31][CH:32]=2)(=[O:3])=[O:38])[C:18]2[CH:23]=[C:22]([F:24])[CH:21]=[CH:20][C:19]=2[F:25])=[CH:10][C:11]([CH2:14][C:15]#[N:16])=[N:12][CH:13]=1. (7) Given the reactants [O:1]=[C:2]1[N:10](COCC[Si](C)(C)C)[C:5]2=[N:6][CH:7]=[CH:8][CH:9]=[C:4]2[C@:3]21[CH2:26][C:25]1[C:20](=[CH:21][CH:22]=[C:23]([NH:27]C(=O)OC(C)(C)C)[CH:24]=1)[CH2:19]2.Cl.C(N)CN.[OH-].[Na+], predict the reaction product. The product is: [NH2:27][C:23]1[CH:24]=[C:25]2[C:20](=[CH:21][CH:22]=1)[CH2:19][C@:3]1([C:4]3[C:5](=[N:6][CH:7]=[CH:8][CH:9]=3)[NH:10][C:2]1=[O:1])[CH2:26]2.